From a dataset of Reaction yield outcomes from USPTO patents with 853,638 reactions. Predict the reaction yield, written as a fraction of the theoretical maximum amount of product (1.0 means a 100% yield; for example, 0.34 means a 34% yield). (1) The reactants are [I:1][C:2]1[CH:3]=[C:4]([CH:8]=[CH:9][C:10]=1[CH3:11])[C:5]([OH:7])=[O:6].[C:12](OCC)(=O)[CH3:13].CCCCCC. The catalyst is C(O)C.S(=O)(=O)(O)O. The product is [I:1][C:2]1[CH:3]=[C:4]([CH:8]=[CH:9][C:10]=1[CH3:11])[C:5]([O:7][CH2:12][CH3:13])=[O:6]. The yield is 0.950. (2) The reactants are Br[C:2]1[C:3](=[O:13])[C:4]2[C:9]([C:10](=[O:12])[CH:11]=1)=[CH:8][CH:7]=[CH:6][CH:5]=2.[NH2:14][CH2:15][C:16]1[CH:17]=[N:18][CH:19]=[CH:20][CH:21]=1. The catalyst is CCO. The product is [N:18]1[CH:19]=[CH:20][CH:21]=[C:16]([CH2:15][NH:14][C:2]2[C:3](=[O:13])[C:4]3[C:9]([C:10](=[O:12])[CH:11]=2)=[CH:8][CH:7]=[CH:6][CH:5]=3)[CH:17]=1. The yield is 0.150. (3) The reactants are [C:1]([C:5]1[CH:10]=[CH:9][N:8]=[C:7]([NH2:11])[CH:6]=1)([CH3:4])([CH3:3])[CH3:2].C1N=CN([C:17]([N:19]2C=N[CH:21]=[CH:20]2)=[O:18])C=1.[Cl:24][C:25]1[CH:38]=[CH:37][C:28]([O:29][C:30]2[CH:36]=CC(N)=[CH:32][CH:31]=2)=[CH:27][CH:26]=1.C(O)(=O)CC(CC(O)=O)(C(O)=O)O. The catalyst is C(Cl)Cl. The product is [C:1]([C:5]1[CH:10]=[CH:9][N:8]=[C:7]([NH:11][C:17]([NH:19][C:20]2[CH:21]=[CH:36][C:30]([O:29][C:28]3[CH:27]=[CH:26][C:25]([Cl:24])=[CH:38][CH:37]=3)=[CH:31][CH:32]=2)=[O:18])[CH:6]=1)([CH3:4])([CH3:2])[CH3:3]. The yield is 0.0900. (4) The reactants are [N:1]1C=CC=N[CH:2]=1.Cl[C:8]1[N:13]=[C:12]([CH3:14])[CH:11]=[CH:10][N:9]=1. The catalyst is CN(C=O)C.CCOC(C)=O.[C-]#N.[Zn+2].[C-]#N. The product is [CH3:14][C:12]1[CH:11]=[CH:10][N:9]=[C:8]([C:2]#[N:1])[N:13]=1. The yield is 0.670.